From a dataset of Full USPTO retrosynthesis dataset with 1.9M reactions from patents (1976-2016). Predict the reactants needed to synthesize the given product. (1) Given the product [Cl:2][C:3]1[CH:4]=[C:5]([NH:10][NH:11][C:17]([O:16][C:13]([CH3:15])([CH3:14])[CH3:12])=[O:18])[CH:6]=[CH:7][C:8]=1[Cl:9], predict the reactants needed to synthesize it. The reactants are: Cl.[Cl:2][C:3]1[CH:4]=[C:5]([NH:10][NH2:11])[CH:6]=[CH:7][C:8]=1[Cl:9].[CH3:12][C:13]([O:16][C:17](O[C:17]([O:16][C:13]([CH3:15])([CH3:14])[CH3:12])=[O:18])=[O:18])([CH3:15])[CH3:14].C([O-])([O-])=O.[Na+].[Na+].C(#N)C. (2) Given the product [Cl:1][C:2]1[CH:3]=[C:4]2[C:9](=[CH:10][CH:11]=1)[C:8](=[O:12])[N:7]([CH2:13][C:14]1[CH:15]=[CH:16][C:17]([S:20]([CH3:23])(=[O:21])=[O:22])=[CH:18][CH:19]=1)[C:6]([C:24](=[O:27])[CH2:25][CH3:26])=[C:5]2[C:28]1[CH:29]=[CH:30][CH:31]=[CH:32][CH:33]=1, predict the reactants needed to synthesize it. The reactants are: [Cl:1][C:2]1[CH:3]=[C:4]2[C:9](=[CH:10][CH:11]=1)[C:8](=[O:12])[N:7]([CH2:13][C:14]1[CH:19]=[CH:18][C:17]([S:20]([CH3:23])(=[O:22])=[O:21])=[CH:16][CH:15]=1)[C:6]([CH:24]([OH:27])[CH2:25][CH3:26])=[C:5]2[C:28]1[CH:33]=[CH:32][CH:31]=[CH:30][CH:29]=1.C1COCC1.C(OC(C)C)(C)C. (3) Given the product [CH3:13][C:2]1([CH3:1])[CH2:3][C:4]2[C:5](=[CH:6][CH:7]=[CH:8][CH:9]=2)[C:19]1=[O:20], predict the reactants needed to synthesize it. The reactants are: [C:1]1(=O)[C:9]2[C:4](=[CH:5][CH:6]=[CH:7][CH:8]=2)[CH2:3][CH2:2]1.[H-].[Na+].[CH3:13]I.O.CN([CH:19]=[O:20])C. (4) Given the product [C:14]1([CH2:13][O:20][C:21]2[CH:26]=[CH:25][C:24]3[NH:27][C:2]4[CH2:7][CH2:6][N:5]([C:8]([O:10][CH2:11][CH3:12])=[O:9])[CH2:4][C:3]=4[C:23]=3[CH:22]=2)[CH:15]=[CH:16][CH:17]=[CH:18][CH:19]=1, predict the reactants needed to synthesize it. The reactants are: O=[C:2]1[CH2:7][CH2:6][N:5]([C:8]([O:10][CH2:11][CH3:12])=[O:9])[CH2:4][CH2:3]1.[CH2:13]([O:20][C:21]1[CH:26]=[CH:25][C:24]([NH:27]N)=[CH:23][CH:22]=1)[C:14]1[CH:19]=[CH:18][CH:17]=[CH:16][CH:15]=1. (5) Given the product [Br:1][C:2]1[CH:3]=[C:4]2[C:9](=[CH:10][CH:11]=1)[N:8]=[CH:7][N:6]=[C:5]2[Cl:22], predict the reactants needed to synthesize it. The reactants are: [Br:1][C:2]1[CH:3]=[C:4]2[C:9](=[CH:10][CH:11]=1)[N:8]=[CH:7][NH:6][C:5]2=O.C(N(CC)CC)C.P(Cl)(Cl)([Cl:22])=O. (6) The reactants are: [CH:1]1[C:7](N)=NC(=O)N(CCOCP(O)(O)=O)[CH:2]=1.[CH3:17][CH2:18][C:19]([O:23][O:24][C:25]([O:29]O)([CH2:27][CH3:28])C)([O:21]O)C. Given the product [CH:25]([OH:24])([OH:29])[CH2:27][CH2:28][CH2:2][CH2:1][CH3:7].[C:19]([OH:23])(=[O:21])[CH:18]=[CH2:17].[C:19]([OH:23])(=[O:21])[CH:18]=[CH2:17].[C:19]([OH:23])(=[O:21])[CH:18]=[CH2:17], predict the reactants needed to synthesize it. (7) Given the product [C:18]1([C:21]2[CH:22]=[CH:23][CH:24]=[CH:25][CH:26]=2)[CH:19]=[CH:20][C:15]([CH2:14][C@H:10]([NH:9][C:7]([C:6]2[CH:5]=[CH:4][C:3]([C:53]3[CH:52]=[CH:51][C:50]([O:49][C:48]([F:47])([F:59])[F:60])=[CH:55][CH:54]=3)=[CH:2][CH:38]=2)=[O:8])[C:11]([OH:13])=[O:12])=[CH:16][CH:17]=1, predict the reactants needed to synthesize it. The reactants are: Br[C:2]1[CH:3]=[CH:4][C:5](OCCCCCCC)=[C:6]([CH:38]=1)[C:7]([NH:9][C@@H:10]([CH2:14][C:15]1[CH:20]=[CH:19][C:18]([C:21]2[CH:26]=[CH:25][CH:24]=[CH:23][C:22]=2OC2C=CC(C(F)(F)F)=CC=2)=[CH:17][CH:16]=1)[C:11]([OH:13])=[O:12])=[O:8].[F:47][C:48]([F:60])([F:59])[O:49][C:50]1[CH:55]=[CH:54][C:53](B(O)O)=[CH:52][CH:51]=1. (8) Given the product [Cl:1][C:2]1[C:11]2[C:6](=[CH:7][CH:8]=[C:9]([NH:12][C:13](=[O:15])[CH3:14])[CH:10]=2)[N:5]=[CH:4][CH:3]=1, predict the reactants needed to synthesize it. The reactants are: [Cl:1][C:2]1[C:11]2[C:6](=[CH:7][CH:8]=[C:9]([NH2:12])[CH:10]=2)[N:5]=[CH:4][CH:3]=1.[C:13](Cl)(=[O:15])[CH3:14].C(N(CC)CC)C.CN(C)C=O. (9) Given the product [F:15][C:16]1[CH:23]=[CH:22][CH:21]=[CH:20][C:17]=1[C:18]1[NH:6][C:4](=[O:5])[C:3]2[C:2](=[CH:10][C:9]([O:11][CH3:12])=[CH:8][C:7]=2[O:13][CH3:14])[N:1]=1, predict the reactants needed to synthesize it. The reactants are: [NH2:1][C:2]1[CH:10]=[C:9]([O:11][CH3:12])[CH:8]=[C:7]([O:13][CH3:14])[C:3]=1[C:4]([NH2:6])=[O:5].[F:15][C:16]1[CH:23]=[CH:22][CH:21]=[CH:20][C:17]=1[CH:18]=O.S(=O)(O)[O-].[Na+].